Dataset: Catalyst prediction with 721,799 reactions and 888 catalyst types from USPTO. Task: Predict which catalyst facilitates the given reaction. (1) Reactant: [F:1][C:2]1([F:31])[O:6][C:5]2[CH:7]=[CH:8][C:9]([C:11]3([C:14]([NH:16][C:17]4[CH:22]=[CH:21][C:20]([CH3:23])=[C:19]([C:24]5[CH:29]=[CH:28][C:27](=[O:30])[NH:26][CH:25]=5)[N:18]=4)=[O:15])[CH2:13][CH2:12]3)=[CH:10][C:4]=2[O:3]1.Cl[CH2:33][C@@H:34]1[CH2:38][O:37]C(C)(C)[O:35]1.C(=O)([O-])[O-].[K+].[K+].CN(C)C=O. Product: [F:31][C:2]1([F:1])[O:6][C:5]2[CH:7]=[CH:8][C:9]([C:11]3([C:14]([NH:16][C:17]4[CH:22]=[CH:21][C:20]([CH3:23])=[C:19]([C:24]5[CH:29]=[CH:28][C:27](=[O:30])[N:26]([CH2:33][C@@H:34]([OH:35])[CH2:38][OH:37])[CH:25]=5)[N:18]=4)=[O:15])[CH2:13][CH2:12]3)=[CH:10][C:4]=2[O:3]1. The catalyst class is: 4. (2) Reactant: [F:1][C:2]1[CH:3]=[C:4]([CH:29]=[CH:30][C:31]=1[F:32])[C:5]([N:7]=[C:8]([NH:23][C@@H:24]([CH3:28])[CH2:25][O:26][CH3:27])[NH:9][C:10]1[C:18]2[C:13](=[CH:14][C:15]([C:19]([F:22])([F:21])[F:20])=[CH:16][CH:17]=2)[NH:12][N:11]=1)=[O:6].CCN(C(C)C)C(C)C.[Cl:42][CH2:43][O:44][C:45](Cl)=[O:46]. Product: [F:1][C:2]1[CH:3]=[C:4]([CH:29]=[CH:30][C:31]=1[F:32])[C:5]([N:7]=[C:8]([NH:23][C@@H:24]([CH3:28])[CH2:25][O:26][CH3:27])[NH:9][C:10]1[C:18]2[C:13](=[CH:14][C:15]([C:19]([F:20])([F:21])[F:22])=[CH:16][CH:17]=2)[N:12]([C:45]([O:44][CH2:43][Cl:42])=[O:46])[N:11]=1)=[O:6]. The catalyst class is: 1. (3) Reactant: N12CCCN=C1CCCCC2.[Br:12][C:13]1[CH:14]=[C:15]2[C:20](=[CH:21][CH:22]=1)[CH:19]([C:23]([O:25][CH2:26][CH3:27])=[O:24])[N:18](S(C1C=CC=CC=1)(=O)=O)[CH2:17][CH2:16]2.O. Product: [Br:12][C:13]1[CH:14]=[C:15]2[C:20](=[CH:21][CH:22]=1)[C:19]([C:23]([O:25][CH2:26][CH3:27])=[O:24])=[N:18][CH:17]=[CH:16]2. The catalyst class is: 11. (4) Reactant: [Li+].C[Si]([N-][Si](C)(C)C)(C)C.[CH2:11]([O:18][C:19]1[CH:31]=[CH:30][C:22]([NH:23][C:24]2[CH:29]=[CH:28][CH:27]=[CH:26][CH:25]=2)=[CH:21][CH:20]=1)[C:12]1[CH:17]=[CH:16][CH:15]=[CH:14][CH:13]=1.C([O:34][C:35]([C:37]1[C:45]2[C:40](=[CH:41][CH:42]=[CH:43][CH:44]=2)[N:39]([C:46]2[CH:54]=[CH:53][CH:52]=[CH:51][C:47]=2[C:48]([OH:50])=[O:49])[N:38]=1)=O)C.C(OCC)(=O)C. Product: [CH2:11]([O:18][C:19]1[CH:20]=[CH:21][C:22]([N:23]([C:24]2[CH:25]=[CH:26][CH:27]=[CH:28][CH:29]=2)[C:35]([C:37]2[C:45]3[C:40](=[CH:41][CH:42]=[CH:43][CH:44]=3)[N:39]([C:46]3[CH:54]=[CH:53][CH:52]=[CH:51][C:47]=3[C:48]([OH:50])=[O:49])[N:38]=2)=[O:34])=[CH:30][CH:31]=1)[C:12]1[CH:13]=[CH:14][CH:15]=[CH:16][CH:17]=1. The catalyst class is: 30. (5) Reactant: [NH2:1][C:2]1[CH:3]=[CH:4][C:5]([S:20][CH:21]2[CH2:23][CH2:22]2)=[C:6]([C@H:8]2[CH2:12][CH2:11][CH2:10][N:9]2[C:13]([O:15][C:16]([CH3:19])([CH3:18])[CH3:17])=[O:14])[CH:7]=1.Cl[C:25]([O:27][CH3:28])=[O:26]. Product: [CH:21]1([S:20][C:5]2[CH:4]=[CH:3][C:2]([NH:1][C:25]([O:27][CH3:28])=[O:26])=[CH:7][C:6]=2[C@H:8]2[CH2:12][CH2:11][CH2:10][N:9]2[C:13]([O:15][C:16]([CH3:19])([CH3:18])[CH3:17])=[O:14])[CH2:22][CH2:23]1. The catalyst class is: 17.